The task is: Predict the reaction yield, written as a fraction of the theoretical maximum amount of product (1.0 means a 100% yield; for example, 0.34 means a 34% yield).. This data is from Reaction yield outcomes from USPTO patents with 853,638 reactions. (1) The reactants are [OH:1][CH:2]1[C:11]2[CH2:10][S:9][N:8]=[C:7]([N:12](C(OC(C)(C)C)=O)C(OC(C)(C)C)=O)[C:6]3=[N:27][N:28]([CH2:30][C:31]4[C:36]([CH3:37])=[C:35]([O:38][CH3:39])[C:34]([CH3:40])=[CH:33][N:32]=4)[N:29]=[C:4]([C:5]=23)[CH2:3]1.ClCCl.Cl. The catalyst is O1CCOCC1.CO. The yield is 0.480. The product is [NH2:12][C:7]1[C:6]2[C:5]3[C:4](=[N:29][N:28]([CH2:30][C:31]4[C:36]([CH3:37])=[C:35]([O:38][CH3:39])[C:34]([CH3:40])=[CH:33][N:32]=4)[N:27]=2)[CH2:3][CH:2]([OH:1])[C:11]=3[CH2:10][S:9][N:8]=1. (2) The reactants are [OH:1][C@@:2]1([C:9]#[C:10][C:11]2[CH:12]=[C:13]([N:17]3[C:25]4[C:20](=[CH:21][CH:22]=[CH:23][CH:24]=4)[C:19]([C:26]([O:28]C)=O)=[N:18]3)[CH:14]=[CH:15][CH:16]=2)[CH2:6][CH2:5][N:4]([CH3:7])[C:3]1=[O:8].[NH3:30]. The catalyst is CO. The product is [OH:1][C@@:2]1([C:9]#[C:10][C:11]2[CH:12]=[C:13]([N:17]3[C:25]4[C:20](=[CH:21][CH:22]=[CH:23][CH:24]=4)[C:19]([C:26]([NH2:30])=[O:28])=[N:18]3)[CH:14]=[CH:15][CH:16]=2)[CH2:6][CH2:5][N:4]([CH3:7])[C:3]1=[O:8]. The yield is 0.400. (3) The reactants are O1CCCCC1[N:7]1[C:15]2[C:10](=[CH:11][C:12]([C:16]3[N:20]=[CH:19][N:18](C(C4C=CC=CC=4)(C4C=CC=CC=4)C4C=CC=CC=4)[N:17]=3)=[CH:13][CH:14]=2)[C:9]([C:40]2[CH:41]=[C:42]([NH2:46])[CH:43]=[CH:44][CH:45]=2)=[N:8]1.[C:47](Cl)(=[O:54])[C:48]1[CH:53]=[CH:52][CH:51]=[CH:50][CH:49]=1.O. The catalyst is N1C=CC=CC=1. The product is [NH:18]1[CH:19]=[N:20][C:16]([C:12]2[CH:11]=[C:10]3[C:15](=[CH:14][CH:13]=2)[NH:7][N:8]=[C:9]3[C:40]2[CH:41]=[C:42]([NH:46][C:47](=[O:54])[C:48]3[CH:53]=[CH:52][CH:51]=[CH:50][CH:49]=3)[CH:43]=[CH:44][CH:45]=2)=[N:17]1. The yield is 0.550. (4) The reactants are [NH:1]1[C:5]2[NH:6][CH:7]=[CH:8][C:9](=O)[C:4]=2[CH:3]=[N:2]1.P(Cl)(Cl)(Cl)(Cl)[Cl:12]. No catalyst specified. The product is [Cl:12][C:9]1[CH:8]=[CH:7][N:6]=[C:5]2[NH:1][N:2]=[CH:3][C:4]=12. The yield is 0.600.